This data is from Full USPTO retrosynthesis dataset with 1.9M reactions from patents (1976-2016). The task is: Predict the reactants needed to synthesize the given product. (1) Given the product [F:1][C:2]([F:15])([F:14])[C:8]([Si:20]([CH3:23])([CH3:22])[CH3:21])([O:10][CH3:11])[C:7]1[CH:12]=[CH:13][C:4]([O:3][C:2]([F:15])([F:14])[F:1])=[CH:5][CH:6]=1, predict the reactants needed to synthesize it. The reactants are: [F:1][C:2]([F:15])([F:14])[O:3][C:4]1[CH:13]=[CH:12][C:7]([C:8]([O:10][CH3:11])=O)=[CH:6][CH:5]=1.FC([Si:20]([CH3:23])([CH3:22])[CH3:21])(F)F. (2) The reactants are: O[C:2]([C:5]1[CH:6]=[C:7]([CH:15]=[C:16]([C:18]([F:21])([F:20])[F:19])[CH:17]=1)[C:8]([O:10]C(C)(C)C)=[O:9])([CH3:4])[CH3:3].S(=O)(=O)(O)O.[CH3:27][CH2:28][O:29]C(C)=O.C(#[N:35])C. Given the product [C:28]([NH:35][C:2]([C:5]1[CH:6]=[C:7]([CH:15]=[C:16]([C:18]([F:19])([F:20])[F:21])[CH:17]=1)[C:8]([OH:10])=[O:9])([CH3:3])[CH3:4])(=[O:29])[CH3:27], predict the reactants needed to synthesize it.